From a dataset of Catalyst prediction with 721,799 reactions and 888 catalyst types from USPTO. Predict which catalyst facilitates the given reaction. (1) Reactant: [OH-:1].[Na+:2].[F:3][C:4]([F:13])([S:9](F)(=[O:11])=[O:10])[C:5]([O:7]C)=[O:6].Cl. Product: [F:3][C:4]([F:13])([S:9]([OH:1])(=[O:11])=[O:10])[C:5]([O-:7])=[O:6].[Na+:2]. The catalyst class is: 6. (2) Reactant: [NH2:1][CH2:2][CH2:3][CH2:4][NH:5][N:6]1[C:18]2[C:17]3[CH:16]=[CH:15][CH:14]=[CH:13][C:12]=3[N:11]=[C:10]([NH2:19])[C:9]=2[N:8]=[C:7]1[CH2:20][O:21][CH2:22][CH3:23].[C:24]1([N:30]=[C:31]=[O:32])[CH:29]=[CH:28][CH:27]=[CH:26][CH:25]=1.C(Cl)(Cl)Cl.CO. Product: [NH2:19][C:10]1[C:9]2[N:8]=[C:7]([CH2:20][O:21][CH2:22][CH3:23])[N:6]([NH:5][CH2:4][CH2:3][CH2:2][NH:1][C:31]([NH:30][C:24]3[CH:29]=[CH:28][CH:27]=[CH:26][CH:25]=3)=[O:32])[C:18]=2[C:17]2[CH:16]=[CH:15][CH:14]=[CH:13][C:12]=2[N:11]=1. The catalyst class is: 2. (3) Reactant: [NH2:1][C@@H:2]1[CH2:6][N:5]([C:7]2[C:11]([NH:12][C:13]([C:15]3[N:16]=[C:17]([C:20]4[CH:25]=[CH:24][N:23]=[C:22]([N:26]([CH2:34][C:35]([F:38])([F:37])[F:36])C(=O)OC(C)(C)C)[CH:21]=4)[O:18][CH:19]=3)=[O:14])=[CH:10][N:9]([CH3:39])[N:8]=2)[C:4](=[O:40])[CH2:3]1.[CH:41](=O)[CH3:42].[BH4-].[Na+].CO. Product: [CH2:41]([NH:1][C@@H:2]1[CH2:6][N:5]([C:7]2[C:11]([NH:12][C:13]([C:15]3[N:16]=[C:17]([C:20]4[CH:25]=[CH:24][N:23]=[C:22]([NH:26][CH2:34][C:35]([F:37])([F:36])[F:38])[CH:21]=4)[O:18][CH:19]=3)=[O:14])=[CH:10][N:9]([CH3:39])[N:8]=2)[C:4](=[O:40])[CH2:3]1)[CH3:42]. The catalyst class is: 1. (4) Reactant: [Na].O1C=CC=C1C[NH:8][C:9]1[N:14]=[C:13]([NH:15][C:16]2[CH:21]=[CH:20][CH:19]=[C:18]([C:22]([F:25])([F:24])[F:23])[CH:17]=2)[N:12]=[C:11](OCCC)[N:10]=1.C[O-].[Na+].C1(COC2N=C(NCC3OC=CC=3)N=C(NC3C=CC=C([C:58]([F:61])([F:60])[F:59])C=3)N=2)CC1. Product: [F:59][C:58]([F:61])([F:60])[C:11]1[N:12]=[C:13]([NH:15][C:16]2[CH:21]=[CH:20][CH:19]=[C:18]([C:22]([F:25])([F:24])[F:23])[CH:17]=2)[N:14]=[C:9]([NH2:8])[N:10]=1. The catalyst class is: 24. (5) Reactant: [OH:1][C:2]1[C:3]([C:19]([OH:21])=O)=[N:4][C:5]([N:12]([CH3:18])[S:13]([CH2:16][CH3:17])(=[O:15])=[O:14])=[C:6]2[C:11]=1[N:10]=[CH:9][CH:8]=[CH:7]2.[Cl-].[CH3:23][NH:24][C:25]([C:27]1[CH:32]=[C:31]([F:33])[CH:30]=[CH:29][C:28]=1[CH2:34][NH3+:35])=[O:26].Cl.CN(C)CCCN=C=NCC.ON1C2N=CC=CC=2N=N1.C(N(C(C)C)CC)(C)C. Product: [CH2:16]([S:13]([N:12]([CH3:18])[C:5]1[N:4]=[C:3]([C:19]([NH:35][CH2:34][C:28]2[CH:29]=[CH:30][C:31]([F:33])=[CH:32][C:27]=2[C:25]([NH:24][CH3:23])=[O:26])=[O:21])[C:2]([OH:1])=[C:11]2[C:6]=1[CH:7]=[CH:8][CH:9]=[N:10]2)(=[O:14])=[O:15])[CH3:17]. The catalyst class is: 3. (6) Product: [C:19](/[N:18]=[C:17](\[O:16][C:13]1[CH:14]=[CH:15][CH:10]=[CH:11][CH:12]=1)/[NH:5][C:4]1[CH:6]=[CH:7][C:8]([F:9])=[C:2]([F:1])[CH:3]=1)#[N:20]. The catalyst class is: 32. Reactant: [F:1][C:2]1[CH:3]=[C:4]([CH:6]=[CH:7][C:8]=1[F:9])[NH2:5].[CH:10]1[CH:15]=[CH:14][C:13]([O:16][C:17](OC2C=CC=CC=2)=[N:18][C:19]#[N:20])=[CH:12][CH:11]=1. (7) Reactant: [CH2:1]1[C:9]2[C:4](=[CH:5][CH:6]=[CH:7][CH:8]=2)[CH2:3][CH:2]1[C@H:10]([OH:38])/[CH:11]=[CH:12]/[C@H:13]1[C@@H:17]([F:18])[CH2:16][C@H:15]([O:19]C2CCCCO2)[C@@H:14]1[CH2:26]/[CH:27]=[CH:28]\[CH2:29][CH2:30][CH2:31][C:32]([O:34][CH:35]([CH3:37])[CH3:36])=[O:33].C1(C)C=CC(S(O)(=O)=O)=CC=1. Product: [CH2:1]1[C:9]2[C:4](=[CH:5][CH:6]=[CH:7][CH:8]=2)[CH2:3][CH:2]1[C@H:10]([OH:38])/[CH:11]=[CH:12]/[C@H:13]1[C@@H:17]([F:18])[CH2:16][C@H:15]([OH:19])[C@@H:14]1[CH2:26]/[CH:27]=[CH:28]\[CH2:29][CH2:30][CH2:31][C:32]([O:34][CH:35]([CH3:36])[CH3:37])=[O:33]. The catalyst class is: 252. (8) Reactant: [Cl:1][C:2]1[N:3]=[N:4][C:5]([CH3:8])=[CH:6][CH:7]=1.[Cl:9]N1C(=O)N(Cl)C(=O)N(Cl)C1=O. Product: [Cl:1][C:2]1[N:3]=[N:4][C:5]([CH2:8][Cl:9])=[CH:6][CH:7]=1. The catalyst class is: 22. (9) Reactant: [NH2:1][C:2]1[CH:3]=[N:4][N:5]([CH3:23])[C:6]=1[N:7]1[CH2:12][CH2:11][CH:10]([CH2:13][N:14]([CH3:22])[C:15](=[O:21])[O:16][C:17]([CH3:20])([CH3:19])[CH3:18])[CH2:9][CH2:8]1.CCN(C(C)C)C(C)C.C1CN([P+](ON2N=NC3C=CC=CC2=3)(N2CCCC2)N2CCCC2)CC1.F[P-](F)(F)(F)(F)F.[C:66]([O:70][C:71]([NH:73][C:74]1[S:78][C:77]([C:79]2[C:84]([F:85])=[CH:83][CH:82]=[CH:81][C:80]=2[F:86])=[N:76][C:75]=1[C:87](O)=[O:88])=[O:72])([CH3:69])([CH3:68])[CH3:67]. Product: [C:66]([O:70][C:71]([NH:73][C:74]1[S:78][C:77]([C:79]2[C:84]([F:85])=[CH:83][CH:82]=[CH:81][C:80]=2[F:86])=[N:76][C:75]=1[C:87]([NH:1][C:2]1[CH:3]=[N:4][N:5]([CH3:23])[C:6]=1[N:7]1[CH2:12][CH2:11][CH:10]([CH2:13][N:14]([CH3:22])[C:15](=[O:21])[O:16][C:17]([CH3:18])([CH3:19])[CH3:20])[CH2:9][CH2:8]1)=[O:88])=[O:72])([CH3:69])([CH3:67])[CH3:68]. The catalyst class is: 2. (10) Reactant: [O:1]1[CH:5]=[CH:4][CH:3]=[C:2]1[C:6]1[N:7]=[C:8]([NH:28][C:29]([C:31]2[CH:36]=[CH:35][N:34]=[CH:33][CH:32]=2)=[O:30])[S:9][C:10]=1[C:11]([C:13]1[CH:17]=[CH:16][N:15]([Si](C(C)C)(C(C)C)C(C)C)[CH:14]=1)=[O:12].Cl.C(=O)([O-])O.[Na+]. Product: [O:1]1[CH:5]=[CH:4][CH:3]=[C:2]1[C:6]1[N:7]=[C:8]([NH:28][C:29]([C:31]2[CH:32]=[CH:33][N:34]=[CH:35][CH:36]=2)=[O:30])[S:9][C:10]=1[C:11]([C:13]1[CH:17]=[CH:16][NH:15][CH:14]=1)=[O:12]. The catalyst class is: 8.